Dataset: Forward reaction prediction with 1.9M reactions from USPTO patents (1976-2016). Task: Predict the product of the given reaction. (1) Given the reactants CCCC(OC1C=CC(COCC#CC[N:19]2[C:25]([CH3:27])([CH3:26])[C:23](=[O:24])[N:22]([C:28]3[CH:33]=[CH:32][C:31]([C:34]#[N:35])=[C:30]([C:36]([F:39])([F:38])[F:37])[CH:29]=3)[C:20]2=[O:21])=CC=1C(NCN[C@@H]1[C@H](O)[C@H](C)OC(OC2C3C(=C(O)C4C(=O)C5C=CC=C(OC)C=5C(=O)C=4C=3O)C[C@@](O)(C(CO)=O)C2)C1)=O)=O.FC1C=CC(C#N)=C(C(F)(F)F)C=1.N1CC(=O)NC1=O.C(=O)([O-])[O-].[K+].[K+], predict the reaction product. The product is: [CH3:26][C:25]1([CH3:27])[NH:19][C:20](=[O:21])[N:22]([C:28]2[CH:33]=[CH:32][C:31]([C:34]#[N:35])=[C:30]([C:36]([F:38])([F:37])[F:39])[CH:29]=2)[C:23]1=[O:24]. (2) Given the reactants [CH:1]([C:3]1[CH:4]=[C:5]([CH2:9][N:10]2[C:14]([CH3:15])=[N:13][C:12]([C:16]3[O:20][N:19]=[C:18]([C:21]4[CH:26]=[CH:25][C:24]([O:27][C:28]([F:31])([F:30])[F:29])=[CH:23][CH:22]=4)[N:17]=3)=[N:11]2)[CH:6]=CC=1)=C.C[N+]1([O-])CC[O:36]CC1.C[C:41]([OH:44])([CH3:43])[CH3:42], predict the reaction product. The product is: [CH3:15][C:14]1[N:10]([CH2:9][C:5]2[CH:6]=[C:42]([CH:41]([OH:44])[CH2:43][OH:36])[CH:1]=[CH:3][CH:4]=2)[N:11]=[C:12]([C:16]2[O:20][N:19]=[C:18]([C:21]3[CH:26]=[CH:25][C:24]([O:27][C:28]([F:31])([F:30])[F:29])=[CH:23][CH:22]=3)[N:17]=2)[N:13]=1. (3) Given the reactants [Br:1][C:2]1[C:3]([N:12]2[CH2:17][CH2:16][N:15]([CH2:18][C:19]3[CH:24]=[CH:23][N:22]=[CH:21][CH:20]=3)[CH2:14][CH2:13]2)=[C:4]([N+:9]([O-])=O)[C:5]([NH2:8])=[N:6][CH:7]=1.[N:25]1([CH2:31][CH2:32][O:33][C:34]2[CH:41]=[CH:40][C:37]([CH:38]=O)=[CH:36][CH:35]=2)[CH2:30][CH2:29][O:28][CH2:27][CH2:26]1.[O-]S(S([O-])=O)=O.[Na+].[Na+], predict the reaction product. The product is: [Br:1][C:2]1[C:3]([N:12]2[CH2:17][CH2:16][N:15]([CH2:18][C:19]3[CH:24]=[CH:23][N:22]=[CH:21][CH:20]=3)[CH2:14][CH2:13]2)=[C:4]2[N:9]=[C:38]([C:37]3[CH:40]=[CH:41][C:34]([O:33][CH2:32][CH2:31][N:25]4[CH2:30][CH2:29][O:28][CH2:27][CH2:26]4)=[CH:35][CH:36]=3)[NH:8][C:5]2=[N:6][CH:7]=1. (4) The product is: [Br:1][C:2]1[CH:3]=[C:4]([C:8]2[CH:13]([CH2:14][OH:15])[CH2:12][O:11][CH2:10][CH:9]=2)[CH:5]=[CH:6][CH:7]=1. Given the reactants [Br:1][C:2]1[CH:3]=[C:4]([C:8]2[CH2:9][CH2:10][O:11][CH2:12][CH:13]=2)[CH:5]=[CH:6][CH:7]=1.[CH2:14]=[O:15].[Cl-].C[Al+]C, predict the reaction product. (5) Given the reactants [Br:1][C:2]1[CH:3]=[C:4]([C:9](=[O:11])[CH3:10])[CH:5]=[C:6]([Br:8])[CH:7]=1.B1(C)OC(C2C=CC=CC=2)(C2C=CC=CC=2)[C@H]2N1CCC2, predict the reaction product. The product is: [Br:1][C:2]1[CH:3]=[C:4]([C@H:9]([OH:11])[CH3:10])[CH:5]=[C:6]([Br:8])[CH:7]=1. (6) Given the reactants [Cl:1][C:2]1[C:7]([C:8]([NH:10][S:11]([C:14]2[C:15]([O:20]C)=[N:16][CH:17]=[CH:18][CH:19]=2)(=[O:13])=[O:12])=[O:9])=[CH:6][CH:5]=[C:4]([Cl:22])[N:3]=1.Cl, predict the reaction product. The product is: [Cl:1][C:2]1[N:3]=[C:4]([Cl:22])[CH:5]=[CH:6][C:7]=1[C:8]([NH:10][S:11]([C:14]1[C:15](=[O:20])[NH:16][CH:17]=[CH:18][CH:19]=1)(=[O:12])=[O:13])=[O:9]. (7) Given the reactants C(OC(=O)[NH:7][CH2:8][CH2:9][CH:10]([NH:17][C:18]1[CH:23]=[CH:22][CH:21]=[C:20]([C:24]2[C:32]3[C:27](=[N:28][C:29]([NH:33][CH2:34][CH2:35][N:36]4[CH2:41][CH2:40][O:39][CH2:38][CH2:37]4)=[N:30][CH:31]=3)[N:26](COCC[Si](C)(C)C)[N:25]=2)[CH:19]=1)[C:11]1[CH:16]=[CH:15][CH:14]=[CH:13][CH:12]=1)(C)(C)C.C(O)(C(F)(F)F)=O, predict the reaction product. The product is: [N:36]1([CH2:35][CH2:34][NH:33][C:29]2[N:28]=[C:27]3[NH:26][N:25]=[C:24]([C:20]4[CH:19]=[C:18]([NH:17][CH:10]([C:11]5[CH:12]=[CH:13][CH:14]=[CH:15][CH:16]=5)[CH2:9][CH2:8][NH2:7])[CH:23]=[CH:22][CH:21]=4)[C:32]3=[CH:31][N:30]=2)[CH2:41][CH2:40][O:39][CH2:38][CH2:37]1.